Predict the reactants needed to synthesize the given product. From a dataset of Retrosynthesis with 50K atom-mapped reactions and 10 reaction types from USPTO. The reactants are: CC1(C)OB(c2cn[nH]c2)OC1(C)C.Clc1ccc(C(CCn2ccnc2)c2ccc(Br)cc2)cc1. Given the product Clc1ccc(C(CCn2ccnc2)c2ccc(-c3cn[nH]c3)cc2)cc1, predict the reactants needed to synthesize it.